Dataset: Catalyst prediction with 721,799 reactions and 888 catalyst types from USPTO. Task: Predict which catalyst facilitates the given reaction. (1) Reactant: [N:1]1[O:2][N:3]=[C:4]2[C:9]([CH:10]=O)=[CH:8][CH:7]=[CH:6][C:5]=12.[NH2:12][C:13]1[CH:17]=[CH:16][NH:15][N:14]=1.[C:18]([CH2:20][C:21]([CH:23]1[CH2:32][CH2:31][CH2:30][CH2:29][C:24]21[O:28][CH2:27][CH2:26][O:25]2)=O)#[N:19]. Product: [N:1]1[O:2][N:3]=[C:4]2[C:9]([CH:10]3[C:20]([C:18]#[N:19])=[C:21]([CH:23]4[CH2:32][CH2:31][CH2:30][CH2:29][C:24]54[O:28][CH2:27][CH2:26][O:25]5)[NH:12][C:13]4=[N:14][NH:15][CH:16]=[C:17]34)=[CH:8][CH:7]=[CH:6][C:5]=12. The catalyst class is: 10. (2) Reactant: [BH4-].[Na+].[CH2:3]([O:10][CH2:11][CH2:12][CH2:13][C:14](=[O:16])[CH3:15])[C:4]1[CH:9]=[CH:8][CH:7]=[CH:6][CH:5]=1.O. The catalyst class is: 5. Product: [CH2:3]([O:10][CH2:11][CH2:12][CH2:13][CH:14]([OH:16])[CH3:15])[C:4]1[CH:9]=[CH:8][CH:7]=[CH:6][CH:5]=1. (3) Reactant: [CH3:1][N:2]1[C@@H:19]2[CH2:20][C:7]3=[CH:8][CH:9]=[C:10]([OH:22])[C:11]4[O:12][C@H:13]5[C:14]([CH2:16][CH2:17][C@:18]2([OH:21])[C@:5]5([C:6]=43)[CH2:4][CH2:3]1)=[O:15].[ClH:23]. Product: [CH3:1][N:2]1[C@@H:19]2[CH2:20][C:7]3=[CH:8][CH:9]=[C:10]([OH:22])[C:11]4[O:12][C@H:13]5[C:14]([CH2:16][CH2:17][C@:18]2([OH:21])[C@:5]5([C:6]=43)[CH2:4][CH2:3]1)=[O:15].[ClH:23]. The catalyst class is: 8. (4) Reactant: [F:1][C:2]1[CH:7]=[C:6]([F:8])[CH:5]=[CH:4][C:3]=1[CH:9]=[CH:10][C:11]([NH:13][C@H:14]([C:26]([O:28]C)=[O:27])[CH2:15][C:16]1[C:24]2[C:19](=[CH:20][CH:21]=[CH:22][CH:23]=2)[N:18]([CH3:25])[CH:17]=1)=[O:12].[OH-].[Na+]. Product: [F:1][C:2]1[CH:7]=[C:6]([F:8])[CH:5]=[CH:4][C:3]=1[CH:9]=[CH:10][C:11]([NH:13][C@H:14]([C:26]([OH:28])=[O:27])[CH2:15][C:16]1[C:24]2[C:19](=[CH:20][CH:21]=[CH:22][CH:23]=2)[N:18]([CH3:25])[CH:17]=1)=[O:12]. The catalyst class is: 5. (5) Reactant: [CH3:1][O:2][C:3]1[CH:4]=[C:5](/[CH:15]=[CH:16]/[C:17]([OH:19])=[O:18])[CH:6]=[CH:7][C:8]=1[O:9][CH2:10][CH2:11][CH2:12][CH2:13][CH3:14].Cl[CH2:21][CH2:22][CH2:23][CH2:24][CH2:25][CH2:26][OH:27]. Product: [CH3:1][O:2][C:3]1[CH:4]=[C:5](/[CH:15]=[CH:16]/[C:17]([O:19][CH2:21][CH2:22][CH2:23][CH2:24][CH2:25][CH2:26][OH:27])=[O:18])[CH:6]=[CH:7][C:8]=1[O:9][CH2:10][CH2:11][CH2:12][CH2:13][CH3:14]. The catalyst class is: 10. (6) Reactant: O.[OH-].[Li+].[CH3:4][C:5]1[CH:6]=[C:7]([C:40]2[CH:45]=[CH:44][CH:43]=[CH:42][CH:41]=2)[CH:8]=[C:9]([CH3:39])[C:10]=1[NH:11][C:12]([NH:14][C:15]1[C:16]([C:25]([NH:27][C:28]2([C:35]([O:37]C)=[O:36])[CH2:34][CH2:33][CH2:32][CH2:31][CH2:30][CH2:29]2)=[O:26])=[CH:17][C:18]2[C:23]([CH:24]=1)=[CH:22][CH:21]=[CH:20][CH:19]=2)=[O:13].O.Cl. Product: [CH3:39][C:9]1[CH:8]=[C:7]([C:40]2[CH:45]=[CH:44][CH:43]=[CH:42][CH:41]=2)[CH:6]=[C:5]([CH3:4])[C:10]=1[NH:11][C:12]([NH:14][C:15]1[C:16]([C:25]([NH:27][C:28]2([C:35]([OH:37])=[O:36])[CH2:29][CH2:30][CH2:31][CH2:32][CH2:33][CH2:34]2)=[O:26])=[CH:17][C:18]2[C:23]([CH:24]=1)=[CH:22][CH:21]=[CH:20][CH:19]=2)=[O:13]. The catalyst class is: 12. (7) Reactant: [NH2:1][CH2:2][C:3]([C:6]1[CH:28]=[CH:27][C:9]([C:10]([NH:12][C:13]2[N:14]=[C:15]3[CH:20]=[CH:19][C:18]([N:21]4[CH:25]=[CH:24][N:23]=[CH:22]4)=[CH:17][N:16]3[CH:26]=2)=[O:11])=[CH:8][CH:7]=1)([CH3:5])[CH3:4].[CH:29](=O)[CH2:30][CH3:31].C(O)(=O)C.C(O[BH-](OC(=O)C)OC(=O)C)(=O)C.[Na+]. Product: [CH3:4][C:3]([C:6]1[CH:28]=[CH:27][C:9]([C:10]([NH:12][C:13]2[N:14]=[C:15]3[CH:20]=[CH:19][C:18]([N:21]4[CH:25]=[CH:24][N:23]=[CH:22]4)=[CH:17][N:16]3[CH:26]=2)=[O:11])=[CH:8][CH:7]=1)([CH3:5])[CH2:2][NH:1][CH2:29][CH2:30][CH3:31]. The catalyst class is: 174. (8) Reactant: [Cl:1][C:2]1[CH:3]=[C:4]([C:10]2([C:27]([F:30])([F:29])[F:28])[O:14][N:13]=[C:12]([C:15]3[N:16]4[C:20]([C:21]([C:24](O)=[O:25])=[CH:22][CH:23]=3)=[CH:19][CH:18]=[CH:17]4)[CH2:11]2)[CH:5]=[C:6]([Cl:9])[C:7]=1[F:8].CN(C(ON1N=NC2C=CC=NC1=2)=[N+](C)C)C.F[P-](F)(F)(F)(F)F.CCN(C(C)C)C(C)C.Cl.[NH2:65][CH2:66][CH2:67][C:68]1[CH:69]=[CH:70][C:71]2[C:75]([CH3:77])([CH3:76])[O:74][B:73]([OH:78])[C:72]=2[CH:79]=1. Product: [Cl:9][C:6]1[CH:5]=[C:4]([C:10]2([C:27]([F:30])([F:28])[F:29])[O:14][N:13]=[C:12]([C:15]3[N:16]4[C:20]([C:21]([C:24]([NH:65][CH2:66][CH2:67][C:68]5[CH:69]=[CH:70][C:71]6[C:75]([CH3:76])([CH3:77])[O:74][B:73]([OH:78])[C:72]=6[CH:79]=5)=[O:25])=[CH:22][CH:23]=3)=[CH:19][CH:18]=[CH:17]4)[CH2:11]2)[CH:3]=[C:2]([Cl:1])[C:7]=1[F:8]. The catalyst class is: 18.